This data is from CYP2D6 inhibition data for predicting drug metabolism from PubChem BioAssay. The task is: Regression/Classification. Given a drug SMILES string, predict its absorption, distribution, metabolism, or excretion properties. Task type varies by dataset: regression for continuous measurements (e.g., permeability, clearance, half-life) or binary classification for categorical outcomes (e.g., BBB penetration, CYP inhibition). Dataset: cyp2d6_veith. (1) The compound is CC(C)CCNC(=S)NC1CCCC1. The result is 0 (non-inhibitor). (2) The molecule is Cc1ccccc1Cn1cc(NC(=O)CSc2nc3c(c(C(F)(F)F)n2)CCc2ccccc2-3)cn1. The result is 0 (non-inhibitor). (3) The compound is Cc1ccc(N2C(=O)CSC2c2cccnc2)cc1F. The result is 0 (non-inhibitor). (4) The compound is O=S(=O)(NCCCCCCc1ccccc1)c1cccc2c(Cl)cccc12. The result is 0 (non-inhibitor).